The task is: Predict the product of the given reaction.. This data is from Forward reaction prediction with 1.9M reactions from USPTO patents (1976-2016). (1) Given the reactants [F:1][C:2]([C:5]1[O:9][C:8]([CH2:10][N:11]2[CH:15]=[C:14]([NH2:16])[CH:13]=[N:12]2)=[CH:7][CH:6]=1)([F:4])[CH3:3].[CH3:17][O:18][C:19]1[CH:24]=[CH:23][C:22]([C:25]2[O:29][CH:28]=[N:27][C:26]=2[C:30](O)=[O:31])=[CH:21][CH:20]=1, predict the reaction product. The product is: [F:4][C:2]([C:5]1[O:9][C:8]([CH2:10][N:11]2[CH:15]=[C:14]([NH:16][C:30]([C:26]3[N:27]=[CH:28][O:29][C:25]=3[C:22]3[CH:23]=[CH:24][C:19]([O:18][CH3:17])=[CH:20][CH:21]=3)=[O:31])[CH:13]=[N:12]2)=[CH:7][CH:6]=1)([F:1])[CH3:3]. (2) Given the reactants C(OC(=O)[NH:7][C@H:8]([C:10]1[N:20]2[C:21]3[C:16]([CH2:17][CH2:18][CH2:19]2)=[C:15]([F:22])[CH:14]=[CH:13][C:12]=3[N:11]=1)[CH3:9])(C)(C)C.C(O)(C(F)(F)F)=O.C1(C)C=CC=CC=1, predict the reaction product. The product is: [F:22][C:15]1[CH:14]=[CH:13][C:12]2[N:11]=[C:10]([C@@H:8]([NH2:7])[CH3:9])[N:20]3[C:21]=2[C:16]=1[CH2:17][CH2:18][CH2:19]3.